This data is from Catalyst prediction with 721,799 reactions and 888 catalyst types from USPTO. The task is: Predict which catalyst facilitates the given reaction. (1) The catalyst class is: 105. Reactant: C([N:8]1[CH2:13][CH2:12][CH2:11][CH:10]([N:14]2[CH2:19][CH2:18][CH:17]([CH3:20])[CH2:16][CH2:15]2)[CH2:9]1)C1C=CC=CC=1.[H][H].CCOC(C)=O.CO.N. Product: [CH3:20][CH:17]1[CH2:18][CH2:19][N:14]([CH:10]2[CH2:11][CH2:12][CH2:13][NH:8][CH2:9]2)[CH2:15][CH2:16]1. (2) Reactant: [C:1]([O:5][C:6]([N:8]1[CH2:12]/[C:11](=[CH:13]\[CH2:14][CH2:15][CH2:16][CH2:17][CH3:18])/[CH2:10][C@@H:9]1[C@H:19]1[O:23][C:22]([CH3:25])([CH3:24])[N:21]([C:26](=[O:28])[CH3:27])[C@H:20]1[CH2:29][C:30]1[CH:35]=[C:34]([F:36])[CH:33]=[C:32]([F:37])[CH:31]=1)=[O:7])([CH3:4])([CH3:3])[CH3:2].[H][H]. Product: [C:1]([O:5][C:6]([N:8]1[CH2:12][CH:11]([CH2:13][CH2:14][CH2:15][CH2:16][CH2:17][CH3:18])[CH2:10][C@@H:9]1[C@H:19]1[O:23][C:22]([CH3:25])([CH3:24])[N:21]([C:26](=[O:28])[CH3:27])[C@H:20]1[CH2:29][C:30]1[CH:31]=[C:32]([F:37])[CH:33]=[C:34]([F:36])[CH:35]=1)=[O:7])([CH3:2])([CH3:3])[CH3:4]. The catalyst class is: 43. (3) Reactant: [NH:1]1[CH2:5][CH2:4][C@H:3]([OH:6])[CH2:2]1.[C:7](O[C:7]([O:9][C:10]([CH3:13])([CH3:12])[CH3:11])=[O:8])([O:9][C:10]([CH3:13])([CH3:12])[CH3:11])=[O:8]. Product: [OH:6][C@H:3]1[CH2:4][CH2:5][N:1]([C:7]([O:9][C:10]([CH3:13])([CH3:12])[CH3:11])=[O:8])[CH2:2]1. The catalyst class is: 1. (4) Reactant: [C:1]([NH2:10])(=[O:9])[C:2]1[C:3](=[CH:5][CH:6]=[CH:7][CH:8]=1)[OH:4].[CH3:11][C:12]([C:14]1[CH:19]=[CH:18][CH:17]=[C:16]([Br:20])[CH:15]=1)=O.O.C1(C)C=CC(S(O)(=O)=O)=CC=1. Product: [Br:20][C:16]1[CH:15]=[C:14]([C:12]2([CH3:11])[NH:10][C:1](=[O:9])[C:2]3[CH:8]=[CH:7][CH:6]=[CH:5][C:3]=3[O:4]2)[CH:19]=[CH:18][CH:17]=1. The catalyst class is: 11. (5) Reactant: [CH3:1][C:2]1[CH:10]=[CH:9][C:5](C(O)=O)=[CH:4][N:3]=1.CC[N:13]([CH:17](C)C)C(C)C.C1(P(N=[N+]=[N-])(C2C=CC=CC=2)=[O:27])C=CC=CC=1.[CH:37]1[CH:42]=[CH:41][C:40]([CH2:43][OH:44])=[CH:39][CH:38]=1. Product: [CH2:43]([O:44][C:17](=[O:27])[NH:13][C:5]1[CH:4]=[N:3][C:2]([CH3:1])=[CH:10][CH:9]=1)[C:40]1[CH:41]=[CH:42][CH:37]=[CH:38][CH:39]=1. The catalyst class is: 727.